This data is from Experimentally validated miRNA-target interactions with 360,000+ pairs, plus equal number of negative samples. The task is: Binary Classification. Given a miRNA mature sequence and a target amino acid sequence, predict their likelihood of interaction. (1) The miRNA is hsa-miR-4642 with sequence AUGGCAUCGUCCCCUGGUGGCU. The protein sequence of the target gene is MTVKLGDGGSGEDGLKKLGKRAADEESLEGEGAGGADAAEESSGTKRDEKTPRAGADGPPAPPGAPQAPSPPQGSPQDQHHFLRSSVRPQSKRPRKDPPSAVGSGNAGGSGPRGKGAEGGGSSSGNVSGVAPAAPAGGSRSSSRNLGSSGGEKEEGKKVRRQWESWSTEDKNTFFEGLYEHGKDFEAIQNNIALKYKKKGKPASMVKNKEQVRHFYYRTWHKITKYIDFDHVFSRGLKKSSQELYGLICYGELRKKIGGCMDDKNATKLNELIQVGATTVRYKGRNLRIKAPMCRALKKL.... Result: 1 (interaction). (2) The miRNA is mmu-miR-149-5p with sequence UCUGGCUCCGUGUCUUCACUCCC. The protein sequence of the target gene is MEGLAGYVYKAASEGKVLTLAALLLNRSESDIRYLLGYVSQQGGQRSTPLIIAARNGHAKVVRLLLEHYRVQTQQTGTVRFDGYVIDGATALWCAAGAGHFEVVKLLVSHGANVNHTTVTNSTPLRAACFDGRLDIVKYLVENNANISIANKYDNTCLMIAAYKGHTDVVRYLLEQRADPNAKAHCGATALHFAAEAGHIDIVKELIKWRAAIVVNGHGMTPLKVAAESCKADVVELLLSHADCDRRSRIEALELLGASFANDRENYDIMKTYHYLYLAMLERFQDGDNILEKEVLPPIH.... Result: 1 (interaction).